This data is from Full USPTO retrosynthesis dataset with 1.9M reactions from patents (1976-2016). The task is: Predict the reactants needed to synthesize the given product. (1) Given the product [I:1][C:2]1[N:7]=[C:6]([CH3:8])[C:5]([O:9][CH2:10][O:11][CH3:12])=[CH:4][CH:3]=1, predict the reactants needed to synthesize it. The reactants are: [I:1][C:2]1[N:7]=[C:6]([CH3:8])[C:5]([OH:9])=[CH:4][CH:3]=1.[CH3:10][O:11][CH2:12]Cl.CCN(C(C)C)C(C)C. (2) Given the product [Cl:17][C:18]1[CH:19]=[C:20]2[C:24](=[CH:25][CH:26]=1)[C:23](=[O:22])[N:1]([CH:2]1[C:11]3[C:6](=[CH:7][CH:8]=[C:9]([C:12]#[N:13])[CH:10]=3)[O:5][C:4]([CH3:14])([CH3:15])[CH:3]1[OH:16])[C:21]2=[O:28], predict the reactants needed to synthesize it. The reactants are: [NH2:1][C@@H:2]1[C:11]2[C:6](=[CH:7][CH:8]=[C:9]([C:12]#[N:13])[CH:10]=2)[O:5][C:4]([CH3:15])([CH3:14])[C@H:3]1[OH:16].[Cl:17][C:18]1[CH:19]=[C:20]2[C:24](=[CH:25][CH:26]=1)[C:23](=O)[O:22][C:21]2=[O:28]. (3) Given the product [Br-:26].[CH:1]([N+:3]1[CH:7]=[CH:6][N:5]([CH2:25][CH2:24][CH2:23][CH2:22][CH2:21][CH2:20][CH2:19][CH2:18][CH2:17][CH2:16][CH2:15][CH2:14][CH2:13][CH2:12][CH2:11][CH2:10][CH2:9][CH3:8])[CH:4]=1)=[CH2:2], predict the reactants needed to synthesize it. The reactants are: [CH:1]([N:3]1[CH:7]=[CH:6][N:5]=[CH:4]1)=[CH2:2].[CH2:8]([Br:26])[CH2:9][CH2:10][CH2:11][CH2:12][CH2:13][CH2:14][CH2:15][CH2:16][CH2:17][CH2:18][CH2:19][CH2:20][CH2:21][CH2:22][CH2:23][CH2:24][CH3:25].CO. (4) Given the product [Br:1][C:2]1[CH:10]=[C:6]([C:7]([Cl:15])=[O:8])[C:5]([Cl:11])=[N:4][CH:3]=1, predict the reactants needed to synthesize it. The reactants are: [Br:1][C:2]1[CH:3]=[N:4][C:5]([Cl:11])=[C:6]([CH:10]=1)[C:7](O)=[O:8].C(Cl)(=O)C([Cl:15])=O. (5) Given the product [CH2:1]([O:8][C:9]1[NH:10][CH2:11][C:12]([C:25]2[CH2:30][CH2:29][N:28]([C:31]([O:33][C:34]([CH3:37])([CH3:36])[CH3:35])=[O:32])[CH2:27][CH:26]=2)=[CH:13][CH:14]=1)[C:2]1[CH:7]=[CH:6][CH:5]=[CH:4][CH:3]=1, predict the reactants needed to synthesize it. The reactants are: [CH2:1]([O:8][C:9]1[CH:14]=[CH:13][C:12]([Sn](C)(C)C)=[CH:11][N:10]=1)[C:2]1[CH:7]=[CH:6][CH:5]=[CH:4][CH:3]=1.FC(F)(F)S(O[C:25]1[CH2:26][CH2:27][N:28]([C:31]([O:33][C:34]([CH3:37])([CH3:36])[CH3:35])=[O:32])[CH2:29][CH:30]=1)(=O)=O. (6) The reactants are: [O:1]=[C:2]1[CH2:6][CH2:5][CH:4]([C:7]([OH:9])=O)[CH2:3]1.C(Cl)CCl.C1C=C2N=NN(O)C2=CC=1.O.[Cl:25][C:26]1[CH:27]=[C:28]([CH:33]=[CH:34][C:35]=1[O:36][CH:37]([CH3:39])[CH3:38])/[C:29](=[N:31]/O)/[NH2:30]. Given the product [Cl:25][C:26]1[CH:27]=[C:28]([C:29]2[N:31]=[C:7]([CH:4]3[CH2:5][CH2:6][C:2](=[O:1])[CH2:3]3)[O:9][N:30]=2)[CH:33]=[CH:34][C:35]=1[O:36][CH:37]([CH3:39])[CH3:38], predict the reactants needed to synthesize it. (7) Given the product [CH3:14][C:10]1[N:11]=[C:12]([CH3:13])[N:8]([C:6]2[N:5]=[C:4]([CH3:15])[N:3]=[C:2]([N:17]3[CH2:20][CH:19]([C:21]([O:23][CH3:24])=[O:22])[CH2:18]3)[CH:7]=2)[N:9]=1, predict the reactants needed to synthesize it. The reactants are: Cl[C:2]1[CH:7]=[C:6]([N:8]2[C:12]([CH3:13])=[N:11][C:10]([CH3:14])=[N:9]2)[N:5]=[C:4]([CH3:15])[N:3]=1.Cl.[NH:17]1[CH2:20][CH:19]([C:21]([O:23][CH3:24])=[O:22])[CH2:18]1.C(=O)([O-])[O-].[Cs+].[Cs+].IC.C(=O)(O)[O-].[Na+]. (8) Given the product [N:20]([C:23]1[CH:29]=[CH:28][C:26]([NH:27][C:2]2[CH:7]=[C:6]([C:8]3[CH:13]=[C:12]([I:14])[CH:11]=[CH:10][C:9]=3[O:15][CH2:16][CH3:17])[N:5]=[C:4]([NH2:18])[N:3]=2)=[CH:25][CH:24]=1)=[N+:21]=[N-:22], predict the reactants needed to synthesize it. The reactants are: Cl[C:2]1[CH:7]=[C:6]([C:8]2[CH:13]=[C:12]([I:14])[CH:11]=[CH:10][C:9]=2[O:15][CH2:16][CH3:17])[N:5]=[C:4]([NH2:18])[N:3]=1.Cl.[N:20]([C:23]1[CH:29]=[CH:28][C:26]([NH2:27])=[CH:25][CH:24]=1)=[N+:21]=[N-:22].Cl.C(=O)(O)[O-].[Na+]. (9) Given the product [NH2:31][C:27]1([C:24]2[CH:25]=[CH:26][C:21]([C:13]3[O:12][C:10]4[N:11]=[C:6]([NH:5][CH2:4][CH2:3][OH:2])[N:7]=[C:8]([O:39][CH3:40])[C:9]=4[C:14]=3[C:15]3[CH:16]=[CH:17][CH:18]=[CH:19][CH:20]=3)=[CH:22][CH:23]=2)[CH2:28][CH2:29][CH2:30]1, predict the reactants needed to synthesize it. The reactants are: Cl.[OH:2][CH2:3][CH2:4][NH:5][C:6]1[N:7]=[C:8]([O:39][CH3:40])[C:9]2[C:14]([C:15]3[CH:20]=[CH:19][CH:18]=[CH:17][CH:16]=3)=[C:13]([C:21]3[CH:26]=[CH:25][C:24]([C:27]4([NH:31]C(=O)OC(C)(C)C)[CH2:30][CH2:29][CH2:28]4)=[CH:23][CH:22]=3)[O:12][C:10]=2[N:11]=1.